Task: Predict the product of the given reaction.. Dataset: Forward reaction prediction with 1.9M reactions from USPTO patents (1976-2016) (1) Given the reactants [O:1]=[C:2]1[C:10]2[C:5](=[CH:6][CH:7]=[CH:8][CH:9]=2)[C:4](=[O:11])[N:3]1[C@H:12]([B:29]1[O:37][CH:36]2[C:31]([CH3:41])([CH:32]3[CH2:38][CH:34]([CH2:35]2)[C:33]3([CH3:40])[CH3:39])[O:30]1)[CH2:13][C:14]1[C:15]([O:27][CH3:28])=[C:16]([CH:24]=[CH:25][CH:26]=1)[C:17]([O:19][C:20]([CH3:23])([CH3:22])[CH3:21])=[O:18].[NH2:42][CH2:43][CH2:44][NH:45][C:46](=[O:52])[O:47][C:48]([CH3:51])([CH3:50])[CH3:49], predict the reaction product. The product is: [C:48]([O:47][C:46]([NH:45][CH2:44][CH2:43][NH:42][C:2]([C:10]1[CH:9]=[CH:8][CH:7]=[CH:6][C:5]=1[C:4]([NH:3][C@H:12]([B:29]1[O:37][CH:36]2[C:31]([CH3:41])([CH:32]3[CH2:38][CH:34]([CH2:35]2)[C:33]3([CH3:39])[CH3:40])[O:30]1)[CH2:13][C:14]1[C:15]([O:27][CH3:28])=[C:16]([CH:24]=[CH:25][CH:26]=1)[C:17]([O:19][C:20]([CH3:23])([CH3:22])[CH3:21])=[O:18])=[O:11])=[O:1])=[O:52])([CH3:51])([CH3:50])[CH3:49]. (2) Given the reactants [Cl:1][C:2]1[CH:3]=[C:4]([CH:26]=[CH:27][CH:28]=1)[CH2:5][C:6]1([C:21](OCC)=[O:22])[O:10][C:9](=[O:11])[N:8]([C@@H:12]([C:14]2[CH:19]=[CH:18][CH:17]=[CH:16][CH:15]=2)[CH3:13])[C:7]1=[O:20].[CH3:29][O:30][C:31]1[CH:32]=[C:33]([CH:36]=[C:37]([O:39][CH3:40])[CH:38]=1)[CH2:34][NH2:35], predict the reaction product. The product is: [Cl:1][C:2]1[CH:3]=[C:4]([CH:26]=[CH:27][CH:28]=1)[CH2:5][C:6]1([C:21]([NH:35][CH2:34][C:33]2[CH:36]=[C:37]([O:39][CH3:40])[CH:38]=[C:31]([O:30][CH3:29])[CH:32]=2)=[O:22])[O:10][C:9](=[O:11])[N:8]([C@@H:12]([C:14]2[CH:19]=[CH:18][CH:17]=[CH:16][CH:15]=2)[CH3:13])[C:7]1=[O:20]. (3) Given the reactants [H-].[Na+].[F:3][C:4]1[C:12]2[NH:11][C:10](=[O:13])[N:9]([C:14]3[CH:19]=[CH:18][CH:17]=[CH:16][CH:15]=3)[C:8]=2[CH:7]=[CH:6][CH:5]=1.[F:20][C:21]1[CH:22]=[C:23]([C@H:27]2[O:29][C@@H:28]2[CH2:30][OH:31])[CH:24]=[CH:25][CH:26]=1, predict the reaction product. The product is: [F:3][C:4]1[C:12]2[N:11]([C@@H:27]([C:23]3[CH:24]=[CH:25][CH:26]=[C:21]([F:20])[CH:22]=3)[C@H:28]([OH:29])[CH2:30][OH:31])[C:10](=[O:13])[N:9]([C:14]3[CH:15]=[CH:16][CH:17]=[CH:18][CH:19]=3)[C:8]=2[CH:7]=[CH:6][CH:5]=1. (4) Given the reactants [CH:1]([OH:3])=O.[CH3:4][C:5]1[C:10](C#N)=[CH:9][N:8]=[C:7]([NH:13][CH2:14][CH2:15][CH2:16][CH:17]2[CH2:22][CH2:21][N:20]([CH3:23])[CH2:19][CH2:18]2)[N:6]=1, predict the reaction product. The product is: [CH3:4][C:5]1[C:10]([CH:1]=[O:3])=[CH:9][N:8]=[C:7]([NH:13][CH2:14][CH2:15][CH2:16][CH:17]2[CH2:18][CH2:19][N:20]([CH3:23])[CH2:21][CH2:22]2)[N:6]=1. (5) The product is: [N+:1]([C:4]1[CH:10]=[CH:9][C:7]([NH:8]/[C:12](/[CH2:19][CH2:20][CH3:21])=[CH:13]/[C:14]([O:16][CH2:17][CH3:18])=[O:15])=[CH:6][CH:5]=1)([O-:3])=[O:2]. Given the reactants [N+:1]([C:4]1[CH:10]=[CH:9][C:7]([NH2:8])=[CH:6][CH:5]=1)([O-:3])=[O:2].O=[C:12]([CH2:19][CH2:20][CH3:21])[CH2:13][C:14]([O:16][CH2:17][CH3:18])=[O:15].C1(C)C=CC(S(O)(=O)=O)=CC=1, predict the reaction product. (6) Given the reactants [H-].[Na+].[Br:3][C:4]1[CH:9]=[CH:8][C:7]([CH2:10][C:11]([O:13][CH3:14])=[O:12])=[CH:6][CH:5]=1.Br[CH2:16][CH2:17]Br.[Cl-].[NH4+], predict the reaction product. The product is: [Br:3][C:4]1[CH:5]=[CH:6][C:7]([C:10]2([C:11]([O:13][CH3:14])=[O:12])[CH2:17][CH2:16]2)=[CH:8][CH:9]=1. (7) Given the reactants [Br-].OC1C=CC([C:7]([NH:9][CH2:10][CH2:11][N+:12]23[CH2:19][CH2:18][CH:15]([CH2:16][CH2:17]2)[C@@H:14]([O:20][C:21](=[O:36])[C:22]([OH:35])([C:29]2[CH:34]=[CH:33][CH:32]=[CH:31][CH:30]=2)[C:23]2[CH:28]=[CH:27][CH:26]=[CH:25][CH:24]=2)[CH2:13]3)=[O:8])=CC=1.C([O:46][C:47]1[CH:55]=[CH:54][C:50](C(O)=O)=[CH:49][CH:48]=1)C1C=CC=CC=1.C(OC1C=C(C=CC=1)C(O)=O)C1C=CC=CC=1.Br.[Br-].NCC[N+]12CCC(CC1)[C@@H](OC(=O)C(O)(C1C=CC=CC=1)C1C=CC=CC=1)C2.[ClH:103].[Cl-].NCC[N+]12CCC(CC1)[C@@H](OC(=O)C(O)(C1C=CC=CC=1)C1C=CC=CC=1)C2, predict the reaction product. The product is: [Cl-:103].[OH:46][C:47]1[CH:48]=[C:49]([CH:50]=[CH:54][CH:55]=1)[C:7]([NH:9][CH2:10][CH2:11][N+:12]12[CH2:17][CH2:16][CH:15]([CH2:18][CH2:19]1)[C@@H:14]([O:20][C:21](=[O:36])[C:22]([OH:35])([C:23]1[CH:28]=[CH:27][CH:26]=[CH:25][CH:24]=1)[C:29]1[CH:34]=[CH:33][CH:32]=[CH:31][CH:30]=1)[CH2:13]2)=[O:8].